From a dataset of Full USPTO retrosynthesis dataset with 1.9M reactions from patents (1976-2016). Predict the reactants needed to synthesize the given product. (1) Given the product [CH:7]1([C@@H:5]2[N:4]([C:12]3[CH:19]=[CH:18][C:15]([C:16]#[N:17])=[C:14]([CH3:20])[N:13]=3)[N:3]=[C:2]([C:29]3[CH:34]=[CH:33][C:32]([S:35]([CH3:38])(=[O:37])=[O:36])=[CH:31][CH:30]=3)[CH2:6]2)[CH2:11][CH2:10][CH2:9][CH2:8]1, predict the reactants needed to synthesize it. The reactants are: Cl[C:2]1[CH2:6][C@H:5]([CH:7]2[CH2:11][CH2:10][CH2:9][CH2:8]2)[N:4]([C:12]2[CH:19]=[CH:18][C:15]([C:16]#[N:17])=[C:14]([CH3:20])[N:13]=2)[N:3]=1.CC1(C)C(C)(C)OB([C:29]2[CH:34]=[CH:33][C:32]([S:35]([CH3:38])(=[O:37])=[O:36])=[CH:31][CH:30]=2)O1.C(=O)([O-])[O-].[Na+].[Na+]. (2) The reactants are: [C:1]1([CH3:15])[CH:6]=[CH:5][CH:4]=[CH:3][C:2]=1[C:7]1[C:8]([C:13]#[N:14])=[N:9][CH:10]=[CH:11][CH:12]=1.[CH2:16]([Mg]Cl)[C:17]1[CH:22]=[CH:21][CH:20]=[CH:19][CH:18]=1.CC(O)CC.[BH4-].[Na+]. Given the product [C:17]1([CH2:16][CH:13]([C:8]2[C:7]([C:2]3[CH:3]=[CH:4][CH:5]=[CH:6][C:1]=3[CH3:15])=[CH:12][CH:11]=[CH:10][N:9]=2)[NH2:14])[CH:22]=[CH:21][CH:20]=[CH:19][CH:18]=1, predict the reactants needed to synthesize it. (3) Given the product [CH3:1][O:2][C:3]1[C:4]([O:9][CH3:10])=[CH:5][CH:6]=[CH:7][C:8]=1[C:16](=[O:22])[C:17]([O:19][CH2:20][CH3:21])=[O:18], predict the reactants needed to synthesize it. The reactants are: [CH3:1][O:2][C:3]1[CH:8]=[CH:7][CH:6]=[CH:5][C:4]=1[O:9][CH3:10].C([Li])CCC.[C:16](OCC)(=[O:22])[C:17]([O:19][CH2:20][CH3:21])=[O:18].[NH4+].[Cl-].